Dataset: Reaction yield outcomes from USPTO patents with 853,638 reactions. Task: Predict the reaction yield, written as a fraction of the theoretical maximum amount of product (1.0 means a 100% yield; for example, 0.34 means a 34% yield). (1) The reactants are [Si:1]([O:8][C@@H:9]([C:25]1[CH:30]=[CH:29][CH:28]=[CH:27][C:26]=1[C:31]1[CH:36]=[CH:35][C:34]([Cl:37])=[CH:33][CH:32]=1)[CH:10]1[CH2:15][CH2:14][N:13]([C:16]2[CH:24]=[CH:23][C:19]([C:20]([OH:22])=O)=[CH:18][CH:17]=2)[CH2:12][CH2:11]1)([C:4]([CH3:7])([CH3:6])[CH3:5])([CH3:3])[CH3:2].[CH3:38][N:39]([CH3:65])[CH2:40][CH2:41][C@@H:42]([NH:51][C:52]1[CH:57]=[CH:56][C:55]([S:58]([NH2:61])(=[O:60])=[O:59])=[CH:54][C:53]=1[N+:62]([O-:64])=[O:63])[CH2:43][S:44][C:45]1[CH:50]=[CH:49][CH:48]=[CH:47][CH:46]=1. No catalyst specified. The product is [Si:1]([O:8][C@@H:9]([C:25]1[CH:30]=[CH:29][CH:28]=[CH:27][C:26]=1[C:31]1[CH:36]=[CH:35][C:34]([Cl:37])=[CH:33][CH:32]=1)[CH:10]1[CH2:15][CH2:14][N:13]([C:16]2[CH:24]=[CH:23][C:19]([C:20]([NH:61][S:58]([C:55]3[CH:56]=[CH:57][C:52]([NH:51][C@H:42]([CH2:41][CH2:40][N:39]([CH3:38])[CH3:65])[CH2:43][S:44][C:45]4[CH:50]=[CH:49][CH:48]=[CH:47][CH:46]=4)=[C:53]([N+:62]([O-:64])=[O:63])[CH:54]=3)(=[O:59])=[O:60])=[O:22])=[CH:18][CH:17]=2)[CH2:12][CH2:11]1)([C:4]([CH3:7])([CH3:5])[CH3:6])([CH3:2])[CH3:3]. The yield is 0.320. (2) The reactants are CCN=C=NCCCN(C)C.C1C=CC2N(O)N=NC=2C=1.[Br:22][C:23]1[CH:28]=[CH:27][C:26]([NH:29][C:30]2[C:38]([C:39]([OH:41])=O)=[C:37]3[N:33]([CH2:34][CH2:35][CH2:36]3)[C:32](=[O:42])[C:31]=2[F:43])=[C:25]([CH3:44])[CH:24]=1.[CH:45]1([CH2:48][O:49][NH2:50])[CH2:47][CH2:46]1. The catalyst is CN(C=O)C. The product is [CH:45]1([CH2:48][O:49][NH:50][C:39]([C:38]2[C:30]([NH:29][C:26]3[CH:27]=[CH:28][C:23]([Br:22])=[CH:24][C:25]=3[CH3:44])=[C:31]([F:43])[C:32](=[O:42])[N:33]3[C:37]=2[CH2:36][CH2:35][CH2:34]3)=[O:41])[CH2:47][CH2:46]1. The yield is 0.147.